From a dataset of Peptide-MHC class I binding affinity with 185,985 pairs from IEDB/IMGT. Regression. Given a peptide amino acid sequence and an MHC pseudo amino acid sequence, predict their binding affinity value. This is MHC class I binding data. (1) The peptide sequence is VTAASPMLY. The MHC is HLA-A11:01 with pseudo-sequence HLA-A11:01. The binding affinity (normalized) is 0.967. (2) The peptide sequence is WAQSGRRAL. The MHC is HLA-B15:01 with pseudo-sequence HLA-B15:01. The binding affinity (normalized) is 0.274. (3) The peptide sequence is SRKKGFLGL. The MHC is HLA-B35:01 with pseudo-sequence HLA-B35:01. The binding affinity (normalized) is 0.0847. (4) The peptide sequence is AILHNIYRL. The MHC is HLA-A02:03 with pseudo-sequence HLA-A02:03. The binding affinity (normalized) is 0.381. (5) The peptide sequence is LPIFSEFVL. The MHC is HLA-B51:01 with pseudo-sequence HLA-B51:01. The binding affinity (normalized) is 0.0915. (6) The peptide sequence is SLIIPNVTL. The MHC is HLA-B51:01 with pseudo-sequence HLA-B51:01. The binding affinity (normalized) is 0.213. (7) The peptide sequence is SDLGTWQM. The MHC is Mamu-B01 with pseudo-sequence Mamu-B01. The binding affinity (normalized) is 0.0964. (8) The peptide sequence is NTANPDWDFN. The MHC is HLA-A31:01 with pseudo-sequence HLA-A31:01. The binding affinity (normalized) is 0.0310. (9) The peptide sequence is ERAFQNWSV. The MHC is HLA-B14:02 with pseudo-sequence HLA-B14:02. The binding affinity (normalized) is 0.213. (10) The MHC is HLA-B27:05 with pseudo-sequence HLA-B27:05. The binding affinity (normalized) is 0.0847. The peptide sequence is AMAETGCDA.